The task is: Predict which catalyst facilitates the given reaction.. This data is from Catalyst prediction with 721,799 reactions and 888 catalyst types from USPTO. (1) Reactant: [CH2:1]([O:8][C:9]1[CH:10]=[C:11]2[C:16](=[CH:17][C:18]=1[O:19][CH3:20])[N:15]=[CH:14][C:13]([N+:21]([O-:23])=[O:22])=[C:12]2[CH:24](C#N)[C:25]1[CH:32]=[CH:31][C:28]([C:29]#[N:30])=[CH:27][CH:26]=1)[C:2]1[CH:7]=[CH:6][CH:5]=[CH:4][CH:3]=1.[Mn]([O-])(=O)(=O)=[O:36].[K+].C(OCC)(=O)C. Product: [CH2:1]([O:8][C:9]1[CH:10]=[C:11]2[C:16](=[CH:17][C:18]=1[O:19][CH3:20])[N:15]=[CH:14][C:13]([N+:21]([O-:23])=[O:22])=[C:12]2[C:24]([C:25]1[CH:32]=[CH:31][C:28]([C:29]#[N:30])=[CH:27][CH:26]=1)=[O:36])[C:2]1[CH:3]=[CH:4][CH:5]=[CH:6][CH:7]=1. The catalyst class is: 132. (2) Reactant: [CH3:1][O:2][C:3]1[CH:4]=[C:5]([CH:29]=[CH:30][C:31]=1[O:32][CH3:33])[C:6]([NH:8][CH2:9][C:10]1[CH:15]=[CH:14][CH:13]=[C:12]([C:16](=[O:28])[NH:17][C:18]2[CH:27]=[C:26]3[C:21]([CH2:22][CH2:23][NH:24][CH2:25]3)=[CH:20][CH:19]=2)[CH:11]=1)=[O:7].Br[CH2:35][CH:36]([F:38])[F:37].C([O-])([O-])=O.[K+].[K+]. Product: [F:37][CH:36]([F:38])[CH2:35][N:24]1[CH2:23][CH2:22][C:21]2[C:26](=[CH:27][C:18]([NH:17][C:16]([C:12]3[CH:11]=[C:10]([CH:15]=[CH:14][CH:13]=3)[CH2:9][NH:8][C:6](=[O:7])[C:5]3[CH:29]=[CH:30][C:31]([O:32][CH3:33])=[C:3]([O:2][CH3:1])[CH:4]=3)=[O:28])=[CH:19][CH:20]=2)[CH2:25]1. The catalyst class is: 3. (3) Reactant: [CH3:1][N:2]([CH:9]=[O:10])[C:3]1[CH:8]=[CH:7][CH:6]=[CH:5][CH:4]=1.[CH:11](OCCCC)=[CH2:12].ClC(OC(=O)OC(Cl)(Cl)Cl)(Cl)Cl.[OH-].[Na+]. Product: [CH3:1][N:2]([C:9]([CH:11]=[CH2:12])=[O:10])[C:3]1[CH:8]=[CH:7][CH:6]=[CH:5][CH:4]=1. The catalyst class is: 159. (4) Reactant: [F:1][CH2:2][C@@H:3]1[C@@H:10]2[C@@:6]([C:11]3[CH:16]=[CH:15][CH:14]=[CH:13][C:12]=3[F:17])([NH:7][O:8][CH2:9]2)[CH2:5][O:4]1. Product: [NH2:7][C@@:6]1([C:11]2[CH:16]=[CH:15][CH:14]=[CH:13][C:12]=2[F:17])[CH2:5][O:4][C@H:3]([CH2:2][F:1])[C@H:10]1[CH2:9][OH:8]. The catalyst class is: 183. (5) Reactant: [CH2:1]([O:5][CH2:6][C@@H:7]([NH:12][C:13]([C@H:15]1[O:17][C@@H:16]1[C:18]([O:20]CC)=[O:19])=[O:14])[CH2:8][CH:9]([CH3:11])[CH3:10])[CH:2]([CH3:4])[CH3:3].[OH-].[Na+]. Product: [CH2:1]([O:5][CH2:6][C@@H:7]([NH:12][C:13]([C@H:15]1[O:17][C@@H:16]1[C:18]([OH:20])=[O:19])=[O:14])[CH2:8][CH:9]([CH3:11])[CH3:10])[CH:2]([CH3:3])[CH3:4]. The catalyst class is: 8. (6) Reactant: [CH:1]1([CH2:4][N:5]([CH2:28][CH:29]2[CH2:34][CH2:33][O:32][CH2:31][CH2:30]2)[C:6]2[C:7]([O:26][CH3:27])=[N:8][N:9]3[C:13]([C:14]4[C:19]([O:20][CH3:21])=[CH:18][C:17]([O:22][CH3:23])=[CH:16][C:15]=4[O:24][CH3:25])=[CH:12][S:11][C:10]=23)[CH2:3][CH2:2]1.C(OCC)(=O)C.[ClH:41]. Product: [ClH:41].[CH:1]1([CH2:4][N:5]([CH2:28][CH:29]2[CH2:34][CH2:33][O:32][CH2:31][CH2:30]2)[C:6]2[C:7]([O:26][CH3:27])=[N:8][N:9]3[C:13]([C:14]4[C:15]([O:24][CH3:25])=[CH:16][C:17]([O:22][CH3:23])=[CH:18][C:19]=4[O:20][CH3:21])=[CH:12][S:11][C:10]=23)[CH2:3][CH2:2]1. The catalyst class is: 27. (7) Reactant: [Li]CCCC.[F:6][C:7]([F:20])([F:19])[C:8]1[CH:9]=[C:10]([CH:12]=[C:13]([C:15]([F:18])([F:17])[F:16])[CH:14]=1)[NH2:11].C[O:22][C:23]([C:25]1([CH2:39][O:40][CH2:41][C:42]2[CH:47]=[CH:46][CH:45]=[CH:44][CH:43]=2)[CH2:29][C:28](=[O:30])[N:27]([C:31]2[C:36]([CH3:37])=[CH:35][CH:34]=[CH:33][C:32]=2[CH3:38])[CH2:26]1)=O.CC(O)=O. Product: [F:6][C:7]([F:19])([F:20])[C:8]1[CH:9]=[C:10]([NH:11][C:23]([C:25]2([CH2:39][O:40][CH2:41][C:42]3[CH:47]=[CH:46][CH:45]=[CH:44][CH:43]=3)[CH2:29][C:28](=[O:30])[N:27]([C:31]3[C:32]([CH3:38])=[CH:33][CH:34]=[CH:35][C:36]=3[CH3:37])[CH2:26]2)=[O:22])[CH:12]=[C:13]([C:15]([F:16])([F:17])[F:18])[CH:14]=1. The catalyst class is: 1.